This data is from TCR-epitope binding with 47,182 pairs between 192 epitopes and 23,139 TCRs. The task is: Binary Classification. Given a T-cell receptor sequence (or CDR3 region) and an epitope sequence, predict whether binding occurs between them. (1) The epitope is ATDALMTGY. The TCR CDR3 sequence is CASSELASGINEQFF. Result: 0 (the TCR does not bind to the epitope). (2) The epitope is SLFNTVATLY. The TCR CDR3 sequence is CASSEYGGRAGANVLTF. Result: 0 (the TCR does not bind to the epitope).